Dataset: Reaction yield outcomes from USPTO patents with 853,638 reactions. Task: Predict the reaction yield, written as a fraction of the theoretical maximum amount of product (1.0 means a 100% yield; for example, 0.34 means a 34% yield). (1) The reactants are [F:1][C:2]1[C:3]([O:13][CH3:14])=[C:4]([C:8]2(O)[CH2:11][CH2:10][CH2:9]2)[CH:5]=[CH:6][CH:7]=1.[SiH](CC)(CC)CC.C(O)(C(F)(F)F)=O. The catalyst is C(Cl)Cl. The product is [CH:8]1([C:4]2[CH:5]=[CH:6][CH:7]=[C:2]([F:1])[C:3]=2[O:13][CH3:14])[CH2:9][CH2:10][CH2:11]1. The yield is 0.790. (2) The reactants are [F:1][C:2]1[CH:7]=[CH:6][C:5]([C:8]2OC(=O)[S:10][N:9]=2)=[CH:4][CH:3]=1.[C:14]([O:18][CH2:19][CH3:20])(=[O:17])[C:15]#[CH:16]. The catalyst is ClC1C=CC=CC=1Cl. The product is [F:1][C:2]1[CH:7]=[CH:6][C:5]([C:8]2[CH:16]=[C:15]([C:14]([O:18][CH2:19][CH3:20])=[O:17])[S:10][N:9]=2)=[CH:4][CH:3]=1. The yield is 0.320.